Dataset: Forward reaction prediction with 1.9M reactions from USPTO patents (1976-2016). Task: Predict the product of the given reaction. (1) Given the reactants [C:1]([C:3]1[CH:4]=[C:5]([C:13]2[O:17][N:16]=[C:15]([C:18]3[CH:35]=[CH:34][C:21]4[CH2:22][CH2:23][N:24](C(OC(C)(C)C)=O)[CH2:25][CH2:26][C:20]=4[CH:19]=3)[N:14]=2)[CH:6]=[CH:7][C:8]=1[O:9][CH2:10][CH2:11][CH3:12])#[N:2].FC(F)(F)C(O)=O, predict the reaction product. The product is: [CH2:10]([O:9][C:8]1[CH:7]=[CH:6][C:5]([C:13]2[O:17][N:16]=[C:15]([C:18]3[CH:35]=[CH:34][C:21]4[CH2:22][CH2:23][NH:24][CH2:25][CH2:26][C:20]=4[CH:19]=3)[N:14]=2)=[CH:4][C:3]=1[C:1]#[N:2])[CH2:11][CH3:12]. (2) Given the reactants Cl[C:2]1[N:3]=[C:4]([N:15]2[CH2:20][CH2:19][O:18][CH2:17][CH2:16]2)[C:5]2[S:10][C:9]([C:11]([NH2:14])([CH3:13])[CH3:12])=[CH:8][C:6]=2[N:7]=1.CCN(CC)CC.[C:28](Cl)(=[O:35])[C:29]1[CH:34]=[CH:33][CH:32]=[CH:31][CH:30]=1.CC1(C)C(C)(C)OB([C:45]2[CH:46]=[N:47][C:48]([NH2:51])=[N:49][CH:50]=2)O1, predict the reaction product. The product is: [NH2:51][C:48]1[N:49]=[CH:50][C:45]([C:2]2[N:3]=[C:4]([N:15]3[CH2:20][CH2:19][O:18][CH2:17][CH2:16]3)[C:5]3[S:10][C:9]([C:11]([NH:14][C:28](=[O:35])[C:29]4[CH:34]=[CH:33][CH:32]=[CH:31][CH:30]=4)([CH3:13])[CH3:12])=[CH:8][C:6]=3[N:7]=2)=[CH:46][N:47]=1. (3) Given the reactants [Br:1][C:2]1[CH:7]=[CH:6][C:5]([N+:8]([O-:10])=[O:9])=[CH:4][C:3]=1[N:11](CC(C)=C)[C:12](=[O:15])[O:13][CH3:14].[H-].[Na+].BrCC(C)=C.CCOC(C)=O, predict the reaction product. The product is: [Br:1][C:2]1[CH:7]=[CH:6][C:5]([N+:8]([O-:10])=[O:9])=[CH:4][C:3]=1[NH:11][C:12](=[O:15])[O:13][CH3:14]. (4) Given the reactants [Cl:1][C:2]1[C:12]2[CH2:11][CH2:10][CH2:9][C:8]([C:13]3[CH:18]=[CH:17][C:16]([F:19])=[C:15]([OH:20])[CH:14]=3)=[C:7]([CH2:21][CH2:22][CH2:23][CH2:24][CH2:25][CH2:26]O)[C:6]=2[CH:5]=[CH:4][C:3]=1[OH:28].C(Br)(Br)(Br)[Br:30].C1(P(C2C=CC=CC=2)C2C=CC=CC=2)C=CC=CC=1, predict the reaction product. The product is: [Br:30][CH2:26][CH2:25][CH2:24][CH2:23][CH2:22][CH2:21][C:7]1[C:6]2[CH:5]=[CH:4][C:3]([OH:28])=[C:2]([Cl:1])[C:12]=2[CH2:11][CH2:10][CH2:9][C:8]=1[C:13]1[CH:18]=[CH:17][C:16]([F:19])=[C:15]([OH:20])[CH:14]=1. (5) The product is: [OH:51][CH2:50][CH2:49][NH:48][C:10](=[O:12])[C@@H:9]([NH:8][C:6](=[O:7])[O:5][C:1]([CH3:2])([CH3:3])[CH3:4])[C:13]([CH3:16])([CH3:15])[CH3:14]. Given the reactants [C:1]([O:5][C:6]([NH:8][C@@H:9]([C:13]([CH3:16])([CH3:15])[CH3:14])[C:10]([OH:12])=O)=[O:7])([CH3:4])([CH3:3])[CH3:2].CN(C(ON1N=NC2C=CC=NC1=2)=[N+](C)C)C.F[P-](F)(F)(F)(F)F.C(N(CC)CC)C.[NH2:48][CH2:49][CH2:50][OH:51], predict the reaction product. (6) Given the reactants [NH2:1][C:2]1[N:6]([CH:7]2[CH2:12][CH2:11][O:10][CH2:9][CH2:8]2)[N:5]=[CH:4][C:3]=1[C:13]([NH2:15])=[O:14].C(N(CC)CC)C.[Br:23][CH:24]([CH3:28])[C:25](Br)=[O:26], predict the reaction product. The product is: [Br:23][CH:24]([CH3:28])[C:25]([NH:1][C:2]1[N:6]([CH:7]2[CH2:12][CH2:11][O:10][CH2:9][CH2:8]2)[N:5]=[CH:4][C:3]=1[C:13]([NH2:15])=[O:14])=[O:26]. (7) Given the reactants Br[C:2]1[CH:3]=[CH:4][C:5]([Cl:8])=[N:6][CH:7]=1.[CH:9]1(B(O)O)[CH2:11][CH2:10]1.C([O-])([O-])=O.[Cs+].[Cs+], predict the reaction product. The product is: [Cl:8][C:5]1[CH:4]=[CH:3][C:2]([CH:9]2[CH2:11][CH2:10]2)=[CH:7][N:6]=1.